Dataset: Reaction yield outcomes from USPTO patents with 853,638 reactions. Task: Predict the reaction yield, written as a fraction of the theoretical maximum amount of product (1.0 means a 100% yield; for example, 0.34 means a 34% yield). (1) The reactants are Cl[CH2:2][C:3]1[CH:8]=[CH:7][N:6]=[CH:5][N:4]=1.[C:9]1(=[O:19])[NH:13][C:12](=[O:14])[C:11]2=[CH:15][CH:16]=[CH:17][CH:18]=[C:10]12.[K]. The catalyst is CN(C)C=O. The product is [N:6]1[CH:7]=[CH:8][C:3]([CH2:2][N:13]2[C:9](=[O:19])[C:10]3[C:11](=[CH:15][CH:16]=[CH:17][CH:18]=3)[C:12]2=[O:14])=[N:4][CH:5]=1. The yield is 0.400. (2) The reactants are [CH2:1]([C:3]1[NH:12][C:11](=[O:13])[C:10]2[C:5](=[CH:6][CH:7]=[CH:8][CH:9]=2)[N:4]=1)[CH3:2].Br[CH2:15][CH2:16][O:17][C:18]1[CH:25]=[CH:24][C:21]([CH:22]=[O:23])=[CH:20][CH:19]=1.C([O-])([O-])=O.[K+].[K+]. No catalyst specified. The product is [CH2:1]([C:3]1[N:12]([CH2:15][CH2:16][O:17][C:18]2[CH:25]=[CH:24][C:21]([CH:22]=[O:23])=[CH:20][CH:19]=2)[C:11](=[O:13])[C:10]2[C:5](=[CH:6][CH:7]=[CH:8][CH:9]=2)[N:4]=1)[CH3:2]. The yield is 0.270. (3) The reactants are [C:1]1([NH:7][C:8]2[CH:13]=[C:12]([C:14]3[N:15]=[C:16]([NH:23][C@@H:24]4[CH2:28][CH2:27][NH:26][CH2:25]4)[C:17]4[S:22][CH:21]=[CH:20][C:18]=4[N:19]=3)[CH:11]=[CH:10][N:9]=2)[CH:6]=[CH:5][CH:4]=[CH:3][CH:2]=1.I[CH2:30][C:31]([NH2:33])=[O:32].C(=O)([O-])[O-].[Cs+].[Cs+]. The catalyst is C(#N)C. The product is [C:1]1([NH:7][C:8]2[CH:13]=[C:12]([C:14]3[N:15]=[C:16]([NH:23][C@@H:24]4[CH2:28][CH2:27][N:26]([CH2:30][C:31]([NH2:33])=[O:32])[CH2:25]4)[C:17]4[S:22][CH:21]=[CH:20][C:18]=4[N:19]=3)[CH:11]=[CH:10][N:9]=2)[CH:6]=[CH:5][CH:4]=[CH:3][CH:2]=1. The yield is 0.350. (4) The reactants are [CH:1]1[CH:6]=[CH:5][C:4]([NH:7][N:8]=[C:9]2[C:14](=[O:15])[C:13]3[C:16]([NH2:31])=[C:17]([N:20]=[N:21][C:22]4[CH:27]=[CH:26][C:25]([N+:28]([O-:30])=[O:29])=[CH:24][CH:23]=4)[CH:18]=[CH:19][C:12]=3[CH:11]=[CH:10]2)=[CH:3][CH:2]=1.[OH2:32]. No catalyst specified. The product is [N+:28]([O-:30])([OH:32])=[O:29].[CH:1]1[CH:6]=[CH:5][C:4]([NH:7][N:8]=[C:9]2[C:14](=[O:15])[C:13]3[C:16]([NH2:31])=[C:17]([N:20]=[N:21][C:22]4[CH:27]=[CH:26][C:25]([N+:28]([O-:30])=[O:29])=[CH:24][CH:23]=4)[CH:18]=[CH:19][C:12]=3[CH:11]=[CH:10]2)=[CH:3][CH:2]=1. The yield is 0.100. (5) The reactants are [Br:1][C:2]1[CH:3]=[CH:4][C:5]([CH:24]=[O:25])=[C:6]2[C:10]=1[N:9]=[C:8]1[N:11]([C:15]3[CH:20]=[CH:19][C:18]([O:21][CH3:22])=[CH:17][C:16]=3[CH3:23])[CH2:12][CH2:13][CH2:14][N:7]21.C[Si](C)(C)[C:28]([F:31])([F:30])[F:29].[F-].C([N+](CCCC)(CCCC)CCCC)CCC.Cl. The catalyst is O1CCCC1. The product is [Br:1][C:2]1[C:10]2[N:9]=[C:8]3[N:11]([C:15]4[CH:20]=[CH:19][C:18]([O:21][CH3:22])=[CH:17][C:16]=4[CH3:23])[CH2:12][CH2:13][CH2:14][N:7]3[C:6]=2[C:5]([CH:24]([OH:25])[C:28]([F:31])([F:30])[F:29])=[CH:4][CH:3]=1. The yield is 0.820. (6) The reactants are Cl.[NH2:2][C:3]1[C:11]([OH:12])=[C:10]2[C:6]([CH2:7][CH2:8][CH:9]2[CH2:13][CH2:14][NH:15][C:16](=[O:18])[CH3:17])=[CH:5][CH:4]=1.[CH2:19]([N:21]([CH2:24]C)[CH2:22]C)C.C(=O)([O-])O.[Na+]. The catalyst is ClCCl.C(OCC)(=O)C. The product is [CH3:19][N:21]([CH3:24])[C:22]1[O:12][C:11]2[C:10]3[CH:9]([CH2:13][CH2:14][NH:15][C:16](=[O:18])[CH3:17])[CH2:8][CH2:7][C:6]=3[CH:5]=[CH:4][C:3]=2[N:2]=1. The yield is 0.0700. (7) The reactants are [OH:1][CH:2]1[CH2:7][CH2:6][CH:5]([N:8]2[C:16](=[O:17])[C:15]3[C:10](=[CH:11][CH:12]=[CH:13][CH:14]=3)[C:9]2=[O:18])[CH2:4][CH2:3]1.C1C=C[NH+]=CC=1.[O-][Cr](Cl)(=O)=O. The catalyst is C(Cl)Cl.CCOCC. The product is [O:1]=[C:2]1[CH2:7][CH2:6][CH:5]([N:8]2[C:16](=[O:17])[C:15]3[C:10](=[CH:11][CH:12]=[CH:13][CH:14]=3)[C:9]2=[O:18])[CH2:4][CH2:3]1. The yield is 0.650.